Dataset: Full USPTO retrosynthesis dataset with 1.9M reactions from patents (1976-2016). Task: Predict the reactants needed to synthesize the given product. (1) Given the product [C:1]1(=[C:14]([C:11]2[CH:12]=[CH:13][C:8]([CH3:17])=[CH:9][CH:10]=2)[C:15]#[N:16])[CH2:6][CH2:5][CH2:4][CH2:3][CH2:2]1, predict the reactants needed to synthesize it. The reactants are: [C:1]1(=O)[CH2:6][CH2:5][CH2:4][CH2:3][CH2:2]1.[C:8]1([CH3:17])[CH:13]=[CH:12][C:11]([CH2:14][C:15]#[N:16])=[CH:10][CH:9]=1.[OH-].[K+]. (2) Given the product [NH2:26][CH2:25][CH2:24][O:23][C@@H:9]([C:4]1[CH:5]=[C:6]([F:8])[CH:7]=[C:2]([Cl:1])[CH:3]=1)[C@@H:10]1[CH2:15][CH2:14][CH2:13][N:12]([C:16]([O:18][C:19]([CH3:22])([CH3:21])[CH3:20])=[O:17])[CH2:11]1, predict the reactants needed to synthesize it. The reactants are: [Cl:1][C:2]1[CH:3]=[C:4]([C@H:9]([O:23][CH2:24][C:25]#[N:26])[C@@H:10]2[CH2:15][CH2:14][CH2:13][N:12]([C:16]([O:18][C:19]([CH3:22])([CH3:21])[CH3:20])=[O:17])[CH2:11]2)[CH:5]=[C:6]([F:8])[CH:7]=1.S(C)C.CO. (3) Given the product [CH:1]([C:3]1[C:21]([OH:22])=[CH:20][CH:19]=[CH:18][C:4]=1[CH2:5][CH2:6][N:7]1[CH2:8][CH2:9][CH:10]([C:13]([OH:15])=[O:14])[CH2:11][CH2:12]1)=[O:2], predict the reactants needed to synthesize it. The reactants are: [CH:1]([C:3]1[C:21]([OH:22])=[CH:20][CH:19]=[CH:18][C:4]=1[CH2:5][CH2:6][N:7]1[CH2:12][CH2:11][CH:10]([C:13]([O:15]CC)=[O:14])[CH2:9][CH2:8]1)=[O:2].[OH-].[Na+].Cl.